This data is from Full USPTO retrosynthesis dataset with 1.9M reactions from patents (1976-2016). The task is: Predict the reactants needed to synthesize the given product. (1) Given the product [C:4]([CH2:6][C:7]1[CH:8]=[C:9]([CH:51]=[CH:52][CH:53]=1)[O:10][CH2:11][C:12]1[CH:17]=[CH:16][C:15]([CH:18]2[CH2:23][CH2:22][N:21]([C:24]([O:26][CH2:27][C:28]3[CH:29]=[CH:30][CH:31]=[CH:32][CH:33]=3)=[O:25])[CH2:20][CH:19]2[O:34][CH2:35][C:36]2[CH:37]=[CH:38][C:39]3[O:44][CH2:43][CH2:42][N:41]([CH2:45][CH2:46][CH2:47][O:48][CH3:49])[C:40]=3[CH:50]=2)=[CH:14][CH:13]=1)(=[O:3])[NH2:54], predict the reactants needed to synthesize it. The reactants are: C([O:3][C:4]([CH2:6][C:7]1[CH:8]=[C:9]([CH:51]=[CH:52][CH:53]=1)[O:10][CH2:11][C:12]1[CH:17]=[CH:16][C:15]([CH:18]2[CH2:23][CH2:22][N:21]([C:24]([O:26][CH2:27][C:28]3[CH:33]=[CH:32][CH:31]=[CH:30][CH:29]=3)=[O:25])[CH2:20][CH:19]2[O:34][CH2:35][C:36]2[CH:37]=[CH:38][C:39]3[O:44][CH2:43][CH2:42][N:41]([CH2:45][CH2:46][CH2:47][O:48][CH3:49])[C:40]=3[CH:50]=2)=[CH:14][CH:13]=1)=O)C.[NH3:54]. (2) Given the product [CH2:1]([N:5]1[C:9]([CH2:22][OH:24])=[C:8]([C:10]2[CH:11]=[CH:12][CH:13]=[CH:14][CH:15]=2)[N:7]=[C:6]1[C:16]1[CH:21]=[CH:20][CH:19]=[CH:18][CH:17]=1)[CH2:2][CH2:3][CH3:4], predict the reactants needed to synthesize it. The reactants are: [CH2:1]([N:5]1[CH:9]=[C:8]([C:10]2[CH:15]=[CH:14][CH:13]=[CH:12][CH:11]=2)[N:7]=[C:6]1[C:16]1[CH:21]=[CH:20][CH:19]=[CH:18][CH:17]=1)[CH2:2][CH2:3][CH3:4].[C:22](O)(=[O:24])C. (3) Given the product [Cl:26][C:24]1[CH:25]=[C:20]([NH:11][C:8]2[CH:7]=[CH:6][C:5]([S:2]([CH3:1])(=[O:4])=[O:3])=[CH:10][N:9]=2)[C:21](=[O:28])[N:22]([CH3:27])[N:23]=1, predict the reactants needed to synthesize it. The reactants are: [CH3:1][S:2]([C:5]1[CH:6]=[CH:7][C:8]([NH2:11])=[N:9][CH:10]=1)(=[O:4])=[O:3].CCC([O-])(C)C.[K+].Br[C:20]1[C:21](=[O:28])[N:22]([CH3:27])[N:23]=[C:24]([Cl:26])[CH:25]=1. (4) Given the product [C:68]([N:67]1[CH2:66][C:65]2=[CH:64][CH:63]=[C:62]([CH:76]=[CH:75]2)[CH:35]([NH:36][C:37]2[CH:38]=[C:39]3[C:44](=[CH:45][CH:46]=2)[C:43]([N:47]([C:48]([O:50][C:51]([CH3:53])([CH3:54])[CH3:52])=[O:49])[C:55]([O:57][C:58]([CH3:60])([CH3:59])[CH3:61])=[O:56])=[N:42][CH:41]=[CH:40]3)[C:34](=[O:77])[NH:33][CH2:32][C:31]2[CH:30]=[C:29]([CH:80]=[CH:79][CH:78]=2)[NH:28][C:72](=[O:73])[CH2:71]1)(=[O:70])[CH3:69], predict the reactants needed to synthesize it. The reactants are: F[P-](F)(F)(F)(F)F.N1(O[P+](N(C)C)(N(C)C)N(C)C)C2C=CC=CC=2N=N1.[NH2:28][C:29]1[CH:30]=[C:31]([CH:78]=[CH:79][CH:80]=1)[CH2:32][NH:33][C:34](=[O:77])[CH:35]([C:62]1[CH:76]=[CH:75][C:65]([CH2:66][N:67]([CH2:71][C:72](O)=[O:73])[C:68](=[O:70])[CH3:69])=[CH:64][CH:63]=1)[NH:36][C:37]1[CH:38]=[C:39]2[C:44](=[CH:45][CH:46]=1)[C:43]([N:47]([C:55]([O:57][C:58]([CH3:61])([CH3:60])[CH3:59])=[O:56])[C:48]([O:50][C:51]([CH3:54])([CH3:53])[CH3:52])=[O:49])=[N:42][CH:41]=[CH:40]2. (5) The reactants are: [C:1]([C:3]1([C:8]([O:10][CH3:11])=[O:9])[CH2:7][CH2:6][CH2:5][CH2:4]1)#[N:2].[BH4-].[Na+].[C:14]([O:18][C:19](O[C:19]([O:18][C:14]([CH3:17])([CH3:16])[CH3:15])=[O:20])=[O:20])([CH3:17])([CH3:16])[CH3:15]. Given the product [C:14]([O:18][C:19]([NH:2][CH2:1][C:3]1([C:8]([O:10][CH3:11])=[O:9])[CH2:7][CH2:6][CH2:5][CH2:4]1)=[O:20])([CH3:17])([CH3:16])[CH3:15], predict the reactants needed to synthesize it. (6) Given the product [ClH:1].[NH2:51][CH2:50][C@H:47]1[CH2:46][CH2:45][C@H:44]([C:42]([NH:41][C@@H:26]([CH2:25][C:21]2[CH:20]=[C:19]([C:16]3[CH:15]=[CH:14][C:13]([C:11]([N:8]4[CH2:9][CH2:10][N:5]([CH2:4][CH2:3][OH:2])[CH2:6][CH2:7]4)=[O:12])=[CH:18][CH:17]=3)[CH:24]=[CH:23][CH:22]=2)[C:27](=[O:40])[NH:28][C:29]2[CH:34]=[CH:33][C:32]([C:35]3[NH:36][N:37]=[N:38][N:39]=3)=[CH:31][CH:30]=2)=[O:43])[CH2:49][CH2:48]1, predict the reactants needed to synthesize it. The reactants are: [ClH:1].[OH:2][CH2:3][CH2:4][N:5]1[CH2:10][CH2:9][N:8]([C:11]([C:13]2[CH:18]=[CH:17][C:16]([C:19]3[CH:24]=[CH:23][CH:22]=[C:21]([CH2:25][C@H:26]([NH:41][C:42]([C@H:44]4[CH2:49][CH2:48][C@H:47]([CH2:50][NH:51]C(=O)OC(C)(C)C)[CH2:46][CH2:45]4)=[O:43])[C:27](=[O:40])[NH:28][C:29]4[CH:34]=[CH:33][C:32]([C:35]5[NH:39][N:38]=[N:37][N:36]=5)=[CH:31][CH:30]=4)[CH:20]=3)=[CH:15][CH:14]=2)=[O:12])[CH2:7][CH2:6]1.C(#N)C. (7) Given the product [C:11]([NH:10][C:6]1[N:7]=[CH:8][CH:9]=[C:4]2[C:3]([C:28]([C:16]3[C:17]([Cl:27])=[CH:18][C:19]([C:21]([NH:22][CH2:23][CH2:24][CH3:25])=[O:26])=[CH:20][C:15]=3[Cl:14])=[O:29])=[CH:2][NH:1][C:5]=12)(=[O:13])[CH3:12], predict the reactants needed to synthesize it. The reactants are: [NH:1]1[C:5]2=[C:6]([NH:10][C:11](=[O:13])[CH3:12])[N:7]=[CH:8][CH:9]=[C:4]2[CH:3]=[CH:2]1.[Cl:14][C:15]1[CH:20]=[C:19]([C:21](=[O:26])[NH:22][CH2:23][CH2:24][CH3:25])[CH:18]=[C:17]([Cl:27])[C:16]=1[C:28](Cl)=[O:29]. (8) Given the product [NH2:1][C:2]1[N:7]=[C:6]2[O:8][C:9]3[C:14]([CH2:15][C:5]2=[C:4]([NH2:17])[C:3]=1[C:18]#[N:19])=[CH:13][CH:12]=[C:11]([O:16][CH2:21][CH2:22][OH:23])[CH:10]=3, predict the reactants needed to synthesize it. The reactants are: [NH2:1][C:2]1[N:7]=[C:6]2[O:8][C:9]3[C:14]([CH2:15][C:5]2=[C:4]([NH2:17])[C:3]=1[C:18]#[N:19])=[CH:13][CH:12]=[C:11]([OH:16])[CH:10]=3.Br[CH2:21][CH2:22][OH:23].BrCCOCC.